The task is: Predict the product of the given reaction.. This data is from Forward reaction prediction with 1.9M reactions from USPTO patents (1976-2016). (1) Given the reactants [Cl:1][C:2]1[CH:8]=[CH:7][C:5]([NH2:6])=[CH:4][C:3]=1[C:9]1[CH:14]=[CH:13][CH:12]=[CH:11][N:10]=1.[Cl:15][C:16]1[CH:24]=[C:23]([S:25]([CH2:28][C@@H:29]([OH:36])[C:30]2[CH:35]=[CH:34][CH:33]=[CH:32][CH:31]=2)(=[O:27])=[O:26])[CH:22]=[CH:21][C:17]=1[C:18](O)=[O:19], predict the reaction product. The product is: [Cl:15][C:16]1[CH:24]=[C:23]([S:25]([CH2:28][C@@H:29]([OH:36])[C:30]2[CH:31]=[CH:32][CH:33]=[CH:34][CH:35]=2)(=[O:26])=[O:27])[CH:22]=[CH:21][C:17]=1[C:18]([NH:6][C:5]1[CH:7]=[CH:8][C:2]([Cl:1])=[C:3]([C:9]2[CH:14]=[CH:13][CH:12]=[CH:11][N:10]=2)[CH:4]=1)=[O:19]. (2) Given the reactants COC1C=CC(C([NH:24][C:25]2[N:30]([CH3:31])[C:29](=[O:32])[C:28]([CH3:34])([CH3:33])[C@:27]([C:36]3[CH:41]=[C:40](Br)[CH:39]=[CH:38][C:37]=3[F:43])([CH3:35])[N:26]=2)(C2C=CC(OC)=CC=2)C2C=CC=CC=2)=CC=1.[O:44]1[C:48]2[C:49]([NH2:53])=[CH:50][CH:51]=[CH:52][C:47]=2[CH2:46][CH2:45]1, predict the reaction product. The product is: [NH2:24][C:25]1[N:30]([CH3:31])[C:29](=[O:32])[C:28]([CH3:34])([CH3:33])[C@:27]([C:36]2[CH:41]=[C:40]([NH:53][C:49]3[C:48]4[O:44][CH2:45][CH2:46][C:47]=4[CH:52]=[CH:51][CH:50]=3)[CH:39]=[CH:38][C:37]=2[F:43])([CH3:35])[N:26]=1. (3) Given the reactants [Cl:1][C:2]1[S:6][C:5]([C:7]([NH:9][C:10]2[CH:18]=[CH:17][CH:16]=[C:15]3[C:11]=2[C:12](=[O:32])[N:13]([CH2:20][CH2:21][CH2:22][CH2:23][NH:24]C(=O)OC(C)(C)C)[C:14]3=[O:19])=[O:8])=[CH:4][CH:3]=1.[F:33][C:34]([F:39])([F:38])[C:35]([OH:37])=[O:36], predict the reaction product. The product is: [F:33][C:34]([F:39])([F:38])[C:35]([OH:37])=[O:36].[NH2:24][CH2:23][CH2:22][CH2:21][CH2:20][N:13]1[C:12](=[O:32])[C:11]2[C:15](=[CH:16][CH:17]=[CH:18][C:10]=2[NH:9][C:7]([C:5]2[S:6][C:2]([Cl:1])=[CH:3][CH:4]=2)=[O:8])[C:14]1=[O:19]. (4) Given the reactants [Cl-].O[NH3+:3].[C:4](=[O:7])([O-])[OH:5].[Na+].CS(C)=O.[CH3:13][CH:14]([N:16]1[C:21](=[O:22])[C:20]([CH2:23][C:24]2[CH:29]=[CH:28][C:27]([C:30]3[C:31]([C:36]#[N:37])=[CH:32][CH:33]=[CH:34][CH:35]=3)=[CH:26][CH:25]=2)=[C:19]([CH2:38][CH2:39][CH3:40])[N:18]2[N:41]=[CH:42][N:43]=[C:17]12)[CH3:15], predict the reaction product. The product is: [CH3:13][CH:14]([N:16]1[C:21](=[O:22])[C:20]([CH2:23][C:24]2[CH:25]=[CH:26][C:27]([C:30]3[CH:35]=[CH:34][CH:33]=[CH:32][C:31]=3[C:36]3[NH:3][C:4](=[O:7])[O:5][N:37]=3)=[CH:28][CH:29]=2)=[C:19]([CH2:38][CH2:39][CH3:40])[N:18]2[N:41]=[CH:42][N:43]=[C:17]12)[CH3:15]. (5) Given the reactants C1(N2CCN(CC3CCC4C(=CC=CC=4)N3)CC2)C2C(=CC=CC=2)C=CN=1.[O:28]1[C:33]2[CH:34]=[CH:35][CH:36]=[C:37]([N:38]3[CH2:43][CH2:42][N:41]([CH2:44][C:45]4[CH:54]=[CH:53][C:52]5[C:47](=[CH:48][CH:49]=[CH:50][CH:51]=5)[N:46]=4)[CH2:40][CH2:39]3)[C:32]=2[O:31][CH2:30][CH2:29]1, predict the reaction product. The product is: [O:28]1[C:33]2[CH:34]=[CH:35][CH:36]=[C:37]([N:38]3[CH2:43][CH2:42][N:41]([CH2:44][CH:45]4[CH2:54][CH2:53][C:52]5[C:47](=[CH:48][CH:49]=[CH:50][CH:51]=5)[NH:46]4)[CH2:40][CH2:39]3)[C:32]=2[O:31][CH2:30][CH2:29]1. (6) Given the reactants Br[C:2]1[N:7]=[C:6]([C:8]2[NH:17][C:16](=[O:18])[C:15]3[C:10](=[CH:11][C:12]([O:21][CH3:22])=[CH:13][C:14]=3[O:19][CH3:20])[N:9]=2)[CH:5]=[CH:4][CH:3]=1.C1(P([C:63]2[CH:68]=CC=CC=2)C2C=CC3C(=CC=CC=3)C=2C2C3C(=CC=CC=3)C=CC=2P(C2C=CC=CC=2)C2C=CC=CC=2)C=CC=CC=1.[C:69](=[O:72])([O-])[O-].[Cs+].[Cs+], predict the reaction product. The product is: [OH:72][CH2:69][CH2:2][N:7]1[CH2:63][CH2:68][N:9]([C:2]2[N:7]=[C:6]([C:8]3[NH:17][C:16](=[O:18])[C:15]4[C:10](=[CH:11][C:12]([O:21][CH3:22])=[CH:13][C:14]=4[O:19][CH3:20])[N:9]=3)[CH:5]=[CH:4][CH:3]=2)[CH2:8][CH2:6]1. (7) The product is: [NH2:7][C@H:8]([CH2:24][C:25]1[CH:30]=[CH:29][CH:28]=[CH:27][C:26]=1[F:31])[C@@H:9]([OH:23])[CH2:10][C:11]1[N:12]=[CH:13][CH:14]=[CH:15][C:16]=1[C:17]([NH:18][CH:19]([CH3:20])[CH3:21])=[O:22]. Given the reactants C(OC(=O)[NH:7][C@H:8]([CH2:24][C:25]1[CH:30]=[CH:29][CH:28]=[CH:27][C:26]=1[F:31])[C@@H:9]([OH:23])[CH2:10][C:11]1[C:16]([C:17](=[O:22])[NH:18][CH:19]([CH3:21])[CH3:20])=[CH:15][CH:14]=[CH:13][N:12]=1)(C)(C)C, predict the reaction product.